This data is from Forward reaction prediction with 1.9M reactions from USPTO patents (1976-2016). The task is: Predict the product of the given reaction. (1) Given the reactants [Cl-].[Cl:2][C:3]1[CH:10]=[CH:9][C:6]([CH2:7][Zn+])=[CH:5][CH:4]=1.C1(P(C2C=CC=CC=2)C2C=CC=CC=2)C=CC=CC=1.Br[C:31]1[CH:32]=[C:33]([N:37]([CH3:39])[CH3:38])[CH:34]=[CH:35][CH:36]=1.C1COCC1, predict the reaction product. The product is: [Cl:2][C:3]1[CH:10]=[CH:9][C:6]([CH2:7][C:31]2[CH:36]=[CH:35][CH:34]=[C:33]([N:37]([CH3:39])[CH3:38])[CH:32]=2)=[CH:5][CH:4]=1. (2) Given the reactants Br[C:2]1[CH:7]=[CH:6][CH:5]=[CH:4][C:3]=1[CH2:8][CH2:9][C:10]([N:12]([CH:22]([CH3:24])[CH3:23])[NH:13][C:14](=[O:21])[C:15]1[CH:20]=[CH:19][CH:18]=[CH:17][CH:16]=1)=[O:11].C([O-])([O-])=O.[Na+].[Na+].[F:31][C:32]1[CH:37]=[CH:36][CH:35]=[CH:34][C:33]=1B(O)O, predict the reaction product. The product is: [F:31][C:32]1[CH:37]=[CH:36][CH:35]=[CH:34][C:33]=1[C:2]1[CH:7]=[CH:6][CH:5]=[CH:4][C:3]=1[CH2:8][CH2:9][C:10]([N:12]([CH:22]([CH3:24])[CH3:23])[NH:13][C:14](=[O:21])[C:15]1[CH:20]=[CH:19][CH:18]=[CH:17][CH:16]=1)=[O:11]. (3) The product is: [NH2:36][C:7]1[N:8]([CH2:34][CH3:35])[C:9]2[C:14]([C:15](=[O:16])[C:6]=1[C:4]([OH:5])=[O:3])=[CH:13][CH:12]=[C:11]([C:17]1[CH:18]=[CH:19][C:20]([NH:23][C:24]([NH:26][CH2:27][C:28]3[CH:29]=[N:30][CH:31]=[CH:32][CH:33]=3)=[O:25])=[CH:21][CH:22]=1)[N:10]=2. Given the reactants C([O:3][C:4]([C:6]1[C:15](=[O:16])[C:14]2[C:9](=[N:10][C:11]([C:17]3[CH:22]=[CH:21][C:20]([NH:23][C:24]([NH:26][CH2:27][C:28]4[CH:29]=[N:30][CH:31]=[CH:32][CH:33]=4)=[O:25])=[CH:19][CH:18]=3)=[CH:12][CH:13]=2)[N:8]([CH2:34][CH3:35])[C:7]=1[NH2:36])=[O:5])C.[OH-].[Na+].O.B(O)O, predict the reaction product. (4) Given the reactants [OH:1][C@@H:2]1[C@H:6]([CH3:7])[NH:5][C:4](=[O:8])[CH2:3]1.N1C(C)=CC=CC=1C.FC(F)(F)S(O[Si:23]([C:26]([CH3:29])([CH3:28])[CH3:27])([CH3:25])[CH3:24])(=O)=O.O, predict the reaction product. The product is: [Si:23]([O:1][C@@H:2]1[C@H:6]([CH3:7])[NH:5][C:4](=[O:8])[CH2:3]1)([C:26]([CH3:29])([CH3:28])[CH3:27])([CH3:25])[CH3:24]. (5) Given the reactants [F:1][C:2]1[CH:3]=[C:4](I)[CH:5]=[CH:6][CH:7]=1.[C:9]([O:13][CH3:14])(=[O:12])[CH:10]=[CH2:11].C(N(CC)CC)C.C([O-])(=O)C, predict the reaction product. The product is: [F:1][C:2]1[CH:3]=[C:4]([CH:5]=[CH:6][CH:7]=1)[CH:11]=[CH:10][C:9]([O:13][CH3:14])=[O:12]. (6) Given the reactants Cl.NO.C([N:7](CC)C(C)C)(C)C.[Br:13][C:14]1[C:15]([NH:20][C:21]([NH:23]C(OCC)=O)=S)=[N:16][CH:17]=[CH:18][CH:19]=1, predict the reaction product. The product is: [Br:13][C:14]1[C:15]2[N:16]([N:7]=[C:21]([NH2:23])[N:20]=2)[CH:17]=[CH:18][CH:19]=1. (7) Given the reactants [NH2:1][C:2]1[NH:6][N:5]=[C:4]([NH:7][C:8]2[CH:13]=[CH:12][CH:11]=[C:10]([Cl:14])[CH:9]=2)[C:3]=1[C:15]#[N:16].[F:17][C:18]1[CH:27]=[C:26]([CH:28]=O)[C:21]2[O:22][CH2:23][O:24][CH2:25][C:20]=2[CH:19]=1, predict the reaction product. The product is: [Cl:14][C:10]1[CH:9]=[C:8]([NH:7][C:4]2[C:3]([C:15]#[N:16])=[C:2]([N:1]=[CH:28][C:26]3[C:21]4[O:22][CH2:23][O:24][CH2:25][C:20]=4[CH:19]=[C:18]([F:17])[CH:27]=3)[NH:6][N:5]=2)[CH:13]=[CH:12][CH:11]=1.